Dataset: NCI-60 drug combinations with 297,098 pairs across 59 cell lines. Task: Regression. Given two drug SMILES strings and cell line genomic features, predict the synergy score measuring deviation from expected non-interaction effect. (1) Drug 1: C1CN1C2=NC(=NC(=N2)N3CC3)N4CC4. Drug 2: C1CCC(C(C1)N)N.C(=O)(C(=O)[O-])[O-].[Pt+4]. Cell line: M14. Synergy scores: CSS=45.3, Synergy_ZIP=-2.41, Synergy_Bliss=-4.27, Synergy_Loewe=-4.78, Synergy_HSA=-1.52. (2) Drug 1: CC(C)(C#N)C1=CC(=CC(=C1)CN2C=NC=N2)C(C)(C)C#N. Drug 2: CC12CCC3C(C1CCC2OP(=O)(O)O)CCC4=C3C=CC(=C4)OC(=O)N(CCCl)CCCl.[Na+]. Cell line: SW-620. Synergy scores: CSS=0.607, Synergy_ZIP=-1.90, Synergy_Bliss=-0.138, Synergy_Loewe=-1.96, Synergy_HSA=-1.92. (3) Drug 1: CC1=CC=C(C=C1)C2=CC(=NN2C3=CC=C(C=C3)S(=O)(=O)N)C(F)(F)F. Drug 2: C(CCl)NC(=O)N(CCCl)N=O. Cell line: HL-60(TB). Synergy scores: CSS=5.65, Synergy_ZIP=3.70, Synergy_Bliss=-0.572, Synergy_Loewe=-0.767, Synergy_HSA=-0.568.